From a dataset of Full USPTO retrosynthesis dataset with 1.9M reactions from patents (1976-2016). Predict the reactants needed to synthesize the given product. (1) The reactants are: [NH2:1][C:2]1[N:7]=[C:6]([NH2:8])[C:5]([CH:9]=O)=[C:4]([NH:11][CH3:12])[N:3]=1.F[C:14]1[CH:19]=[CH:18][CH:17]=[C:16]([F:20])[C:15]=1[C:21](=O)[CH3:22].[OH-].[K+].[CH2:26]([OH:28])[CH3:27]. Given the product [F:20][C:16]1[CH:17]=[CH:18][CH:19]=[C:14]([O:28][CH2:26][CH3:27])[C:15]=1[C:21]1[CH:22]=[CH:9][C:5]2[C:4]([NH:11][CH3:12])=[N:3][C:2]([NH2:1])=[N:7][C:6]=2[N:8]=1, predict the reactants needed to synthesize it. (2) Given the product [C:13]([O:12][CH:7]([CH2:8][CH2:9][CH2:10][CH3:11])[CH2:6][CH:5]=[CH2:4])(=[O:15])[CH3:14], predict the reactants needed to synthesize it. The reactants are: ClCCl.[CH2:4]=[CH:5][CH2:6][CH:7]([OH:12])[CH2:8][CH2:9][CH2:10][CH3:11].[C:13](OC(=O)C)(=[O:15])[CH3:14]. (3) Given the product [Br:1][C:2]1[CH:3]=[C:4]2[C:10]([C:20]#[N:21])=[N:9][N:8]([CH2:12][O:13][CH2:14][CH2:15][Si:16]([CH3:19])([CH3:18])[CH3:17])[C:5]2=[N:6][CH:7]=1, predict the reactants needed to synthesize it. The reactants are: [Br:1][C:2]1[CH:3]=[C:4]2[C:10](I)=[N:9][N:8]([CH2:12][O:13][CH2:14][CH2:15][Si:16]([CH3:19])([CH3:18])[CH3:17])[C:5]2=[N:6][CH:7]=1.[CH3:20][N:21](C=O)C. (4) Given the product [C:1]([C:7]1[CH:18]=[CH:17][CH:16]=[CH:15][C:8]=1[C:9](=[O:10])[CH2:19][C:20]1[CH:25]=[CH:24][CH:23]=[CH:22][CH:21]=1)#[C:2][CH2:3][CH2:4][CH2:5][CH3:6], predict the reactants needed to synthesize it. The reactants are: [C:1]([C:7]1[CH:18]=[CH:17][CH:16]=[CH:15][C:8]=1[C:9](N(C)OC)=[O:10])#[C:2][CH2:3][CH2:4][CH2:5][CH3:6].[CH2:19]([Mg]Cl)[C:20]1[CH:25]=[CH:24][CH:23]=[CH:22][CH:21]=1. (5) Given the product [CH2:34]([N:22]1[CH:23]=[C:24]([C:26]2[CH:31]=[CH:30][C:29]([Cl:32])=[CH:28][C:27]=2[Cl:33])[N:25]=[C:21]1[C@@H:20]([NH:38][S:50]([C:40]1[C:49]2[C:44](=[CH:45][CH:46]=[CH:47][CH:48]=2)[CH:43]=[CH:42][CH:41]=1)(=[O:52])=[O:51])[CH2:19][C:16]1[CH:17]=[CH:18][C:13]([O:12][CH2:11][C:8]2[CH:7]=[CH:6][C:5]([C:4]([OH:39])=[O:3])=[CH:10][CH:9]=2)=[CH:14][CH:15]=1)[CH2:35][CH2:36][CH3:37], predict the reactants needed to synthesize it. The reactants are: Cl.C[O:3][C:4](=[O:39])[C:5]1[CH:10]=[CH:9][C:8]([CH2:11][O:12][C:13]2[CH:18]=[CH:17][C:16]([CH2:19][C@H:20]([NH2:38])[C:21]3[N:22]([CH2:34][CH2:35][CH2:36][CH3:37])[CH:23]=[C:24]([C:26]4[CH:31]=[CH:30][C:29]([Cl:32])=[CH:28][C:27]=4[Cl:33])[N:25]=3)=[CH:15][CH:14]=2)=[CH:7][CH:6]=1.[C:40]1([S:50](Cl)(=[O:52])=[O:51])[C:49]2[C:44](=[CH:45][CH:46]=[CH:47][CH:48]=2)[CH:43]=[CH:42][CH:41]=1. (6) Given the product [CH:14]([C:16]1[CH:24]=[CH:23][C:19]([C:20]([NH:4][CH2:3][C:2]([F:6])([F:5])[F:1])=[O:21])=[CH:18][CH:17]=1)=[O:15], predict the reactants needed to synthesize it. The reactants are: [F:1][C:2]([F:6])([F:5])[CH2:3][NH2:4].C(N(CC)CC)C.[CH:14]([C:16]1[CH:24]=[CH:23][C:19]([C:20](Cl)=[O:21])=[CH:18][CH:17]=1)=[O:15]. (7) Given the product [C:1]([NH:5][C:6]1[N:7]=[C:8]([NH:23][C:24]2[CH:29]=[N:28][CH:27]=[CH:26][N:25]=2)[CH:9]=[C:10]2[C:15]=1[C:14](=[O:16])[N:13]([CH2:17][CH:18]([OH:21])[CH2:19][OH:20])[CH:12]=[CH:11]2)([CH3:4])([CH3:3])[CH3:2], predict the reactants needed to synthesize it. The reactants are: [C:1]([NH:5][C:6]1[N:7]=[C:8](Cl)[CH:9]=[C:10]2[C:15]=1[C:14](=[O:16])[N:13]([CH2:17][CH:18]([OH:21])[CH2:19][OH:20])[CH:12]=[CH:11]2)([CH3:4])([CH3:3])[CH3:2].[NH2:23][C:24]1[CH:29]=[N:28][CH:27]=[CH:26][N:25]=1.CC1(C)C2C(=C(P(C3C=CC=CC=3)C3C=CC=CC=3)C=CC=2)OC2C(P(C3C=CC=CC=3)C3C=CC=CC=3)=CC=CC1=2.C([O-])([O-])=O.[Cs+].[Cs+].